Dataset: Catalyst prediction with 721,799 reactions and 888 catalyst types from USPTO. Task: Predict which catalyst facilitates the given reaction. (1) Reactant: C[O:2][C:3](=[O:39])[CH2:4][CH2:5][CH2:6][N:7]([C:9]1[CH:14]=[CH:13][C:12]([C:15]([N:17]2[C:26]3[C:21](=[CH:22][CH:23]=[CH:24][CH:25]=3)[C@H:20]([N:27]([C:35](=[O:37])[CH3:36])[C:28]3[CH:33]=[CH:32][C:31]([Cl:34])=[CH:30][CH:29]=3)[CH2:19][C@@H:18]2[CH3:38])=[O:16])=[CH:11][CH:10]=1)[CH3:8].C(O)C.[OH-].[Li+]. Product: [C:35]([N:27]([C:28]1[CH:29]=[CH:30][C:31]([Cl:34])=[CH:32][CH:33]=1)[C@H:20]1[C:21]2[C:26](=[CH:25][CH:24]=[CH:23][CH:22]=2)[N:17]([C:15]([C:12]2[CH:13]=[CH:14][C:9]([N:7]([CH3:8])[CH2:6][CH2:5][CH2:4][C:3]([OH:39])=[O:2])=[CH:10][CH:11]=2)=[O:16])[C@@H:18]([CH3:38])[CH2:19]1)(=[O:37])[CH3:36]. The catalyst class is: 7. (2) Reactant: C1(N=C=NC2CCCCC2)CCCCC1.[CH3:16][O:17][C:18]1[CH:19]=[C:20]2[C:25](=[CH:26][CH:27]=1)[CH:24]=[C:23]([C@H:28]([CH3:32])[C:29]([OH:31])=[O:30])[CH:22]=[CH:21]2.[N+:33]([C:36]([CH3:41])([CH2:39]O)[CH2:37][OH:38])([O-:35])=[O:34]. Product: [CH3:16][O:17][C:18]1[CH:19]=[C:20]2[C:25](=[CH:26][CH:27]=1)[CH:24]=[C:23]([C@H:28]([CH3:32])[C:29]([O:31][CH2:39][C:36]([CH3:41])([N+:33]([O-:35])=[O:34])[CH2:37][OH:38])=[O:30])[CH:22]=[CH:21]2. The catalyst class is: 168.